Dataset: Reaction yield outcomes from USPTO patents with 853,638 reactions. Task: Predict the reaction yield, written as a fraction of the theoretical maximum amount of product (1.0 means a 100% yield; for example, 0.34 means a 34% yield). (1) The reactants are [Cl-].O[NH3+:3].[C:4](=[O:7])([O-])[OH:5].[Na+].CS(C)=O.[CH3:13][C:14]1[N:51]=[C:17]2[N:18]([C:41]3[CH:42]=[CH:43][C:44]4[O:48][CH:47]([CH3:49])[CH2:46][C:45]=4[CH:50]=3)[C:19](=[O:40])[C:20]([CH2:25][C:26]3[CH:31]=[CH:30][C:29]([C:32]4[C:33]([C:38]#[N:39])=[CH:34][CH:35]=[CH:36][CH:37]=4)=[CH:28][CH:27]=3)=[C:21]([CH2:22][CH2:23][CH3:24])[N:16]2[N:15]=1. The catalyst is C(OCC)(=O)C. The product is [CH3:13][C:14]1[N:51]=[C:17]2[N:18]([C:41]3[CH:42]=[CH:43][C:44]4[O:48][CH:47]([CH3:49])[CH2:46][C:45]=4[CH:50]=3)[C:19](=[O:40])[C:20]([CH2:25][C:26]3[CH:27]=[CH:28][C:29]([C:32]4[CH:37]=[CH:36][CH:35]=[CH:34][C:33]=4[C:38]4[NH:3][C:4](=[O:7])[O:5][N:39]=4)=[CH:30][CH:31]=3)=[C:21]([CH2:22][CH2:23][CH3:24])[N:16]2[N:15]=1. The yield is 0.500. (2) The reactants are [CH3:1][O:2][C:3]1[C:4]([CH2:13][O:14][CH3:15])=[C:5]([CH:10]=[CH:11][CH:12]=1)[C:6]([O:8]C)=[O:7].[OH-].[K+].Cl. No catalyst specified. The product is [CH3:1][O:2][C:3]1[C:4]([CH2:13][O:14][CH3:15])=[C:5]([CH:10]=[CH:11][CH:12]=1)[C:6]([OH:8])=[O:7]. The yield is 0.920. (3) The reactants are CC([N:5]([C@@H:9]([CH2:13][C:14]1[CH:19]=[CH:18][C:17]([Br:20])=[CH:16][CH:15]=1)[CH2:10][CH2:11][OH:12])C(=O)[O-])(C)C.[ClH:21].O1CCOCC1. No catalyst specified. The product is [ClH:21].[NH2:5][C@@H:9]([CH2:13][C:14]1[CH:15]=[CH:16][C:17]([Br:20])=[CH:18][CH:19]=1)[CH2:10][CH2:11][OH:12]. The yield is 0.940. (4) The reactants are [OH:1][CH2:2][CH:3]([CH2:6][OH:7])[CH2:4][OH:5].[C:8]1(=O)[CH2:13][CH2:12][CH2:11][CH2:10][CH2:9]1. No catalyst specified. The product is [O:1]1[C:8]2([CH2:13][CH2:12][CH2:11][CH2:10][CH2:9]2)[O:5][CH2:4][CH:3]([CH2:6][OH:7])[CH2:2]1. The yield is 0.650. (5) The reactants are C(O)C.[F:4][C:5]([F:18])([F:17])[C:6]1[O:7][C:8]2[CH:14]=[CH:13][C:12]([CH:15]=[O:16])=[CH:11][C:9]=2[CH:10]=1.[BH4-].[Na+]. The catalyst is C(O)(=O)C. The product is [F:18][C:5]([F:4])([F:17])[C:6]1[O:7][C:8]2[CH:14]=[CH:13][C:12]([CH2:15][OH:16])=[CH:11][C:9]=2[CH:10]=1. The yield is 0.990. (6) The reactants are [Br:1][C:2]1[C:3]([C:9]([O:11][CH3:12])=[O:10])=[CH:4][C:5](=[O:8])[NH:6][CH:7]=1.[CH2:13](Br)[C:14]1[CH:19]=[CH:18][CH:17]=[CH:16][CH:15]=1. The catalyst is CC#N.C(=O)([O-])[O-].[Ag+2]. The product is [CH2:13]([O:8][C:5]1[CH:4]=[C:3]([C:2]([Br:1])=[CH:7][N:6]=1)[C:9]([O:11][CH3:12])=[O:10])[C:14]1[CH:19]=[CH:18][CH:17]=[CH:16][CH:15]=1. The yield is 0.950. (7) The reactants are [Cl:1][C:2]1[CH:16]=[CH:15][C:5]([CH2:6][NH:7][C:8](=[O:14])[C:9]([O:11]CC)=[O:10])=[CH:4][C:3]=1[C:17]([F:20])([F:19])[F:18].[OH-].[Na+].Cl. The catalyst is C(O)C.O. The product is [Cl:1][C:2]1[CH:16]=[CH:15][C:5]([CH2:6][NH:7][C:8](=[O:14])[C:9]([OH:11])=[O:10])=[CH:4][C:3]=1[C:17]([F:18])([F:19])[F:20]. The yield is 0.507. (8) The product is [CH2:1]([O:3][C:4]1[CH:5]=[C:6]([N:13]2[CH2:18][CH2:17][C:16](=[O:19])[CH2:15][CH2:14]2)[CH:7]=[CH:8][C:9]=1[N+:10]([O-:12])=[O:11])[CH3:2]. The yield is 0.540. The reactants are [CH2:1]([O:3][C:4]1[CH:5]=[C:6]([N:13]2[CH2:18][CH2:17][CH:16]([OH:19])[CH2:15][CH2:14]2)[CH:7]=[CH:8][C:9]=1[N+:10]([O-:12])=[O:11])[CH3:2].C([O-])(O)=O.[Na+].CC(OI1(OC(C)=O)(OC(C)=O)OC(=O)C2C1=CC=CC=2)=O.O. The catalyst is C(Cl)Cl.